From a dataset of Forward reaction prediction with 1.9M reactions from USPTO patents (1976-2016). Predict the product of the given reaction. Given the reactants [CH:1]([C:3]1[CH:8]=[C:7](Br)[CH:6]=[C:5]([CH:10]=[O:11])[C:4]=1[OH:12])=[O:2].[CH2:13]=[CH:14][CH2:15][CH2:16][CH2:17][CH2:18][CH2:19][CH2:20][CH2:21][CH2:22][CH2:23][CH3:24].C([O-])(O)=O.[Na+].[Li+].[Cl-], predict the reaction product. The product is: [CH:1]([C:3]1[CH:8]=[C:7]([CH:13]=[CH:14][CH2:15][CH2:16][CH2:17][CH2:18][CH2:19][CH2:20][CH2:21][CH2:22][CH2:23][CH3:24])[CH:6]=[C:5]([CH:10]=[O:11])[C:4]=1[OH:12])=[O:2].